Dataset: TCR-epitope binding with 47,182 pairs between 192 epitopes and 23,139 TCRs. Task: Binary Classification. Given a T-cell receptor sequence (or CDR3 region) and an epitope sequence, predict whether binding occurs between them. (1) The epitope is RAKFKQLL. The TCR CDR3 sequence is CASSQAGATRTDTQYF. Result: 1 (the TCR binds to the epitope). (2) The epitope is GPGHKARVL. The TCR CDR3 sequence is CASSLETALTEQYF. Result: 0 (the TCR does not bind to the epitope).